This data is from Full USPTO retrosynthesis dataset with 1.9M reactions from patents (1976-2016). The task is: Predict the reactants needed to synthesize the given product. Given the product [F:28][C:14]1[C:13]([C:11]([C:10]2[C:4]3[C:5](=[N:6][CH:7]=[C:2]([B:29]4[O:33][C:32]([CH3:35])([CH3:34])[C:31]([CH3:37])([CH3:36])[O:30]4)[CH:3]=3)[NH:8][CH:9]=2)=[O:12])=[C:18]([F:19])[CH:17]=[CH:16][C:15]=1[NH:20][S:21]([CH2:24][CH:25]([CH3:27])[CH3:26])(=[O:23])=[O:22], predict the reactants needed to synthesize it. The reactants are: Br[C:2]1[CH:3]=[C:4]2[C:10]([C:11]([C:13]3[C:14]([F:28])=[C:15]([NH:20][S:21]([CH2:24][CH:25]([CH3:27])[CH3:26])(=[O:23])=[O:22])[CH:16]=[CH:17][C:18]=3[F:19])=[O:12])=[CH:9][NH:8][C:5]2=[N:6][CH:7]=1.[B:29]1([B:29]2[O:33][C:32]([CH3:35])([CH3:34])[C:31]([CH3:37])([CH3:36])[O:30]2)[O:33][C:32]([CH3:35])([CH3:34])[C:31]([CH3:37])([CH3:36])[O:30]1.C([O-])(=O)C.[K+].